Dataset: Forward reaction prediction with 1.9M reactions from USPTO patents (1976-2016). Task: Predict the product of the given reaction. Given the reactants C[O:2][C:3](=[O:35])[CH2:4][O:5][C:6]1[CH:15]=[CH:14][C:13]([F:16])=[C:12]2[C:7]=1[C:8]([O:31][CH:32]([F:34])[F:33])=[C:9]([CH2:19][C:20]1[CH:25]=[CH:24][C:23]([N:26]3[CH:30]=[CH:29][CH:28]=[N:27]3)=[CH:22][CH:21]=1)[C:10]([CH2:17][CH3:18])=[N:11]2.[OH-].[Li+], predict the reaction product. The product is: [F:34][CH:32]([F:33])[O:31][C:8]1[C:7]2[C:12](=[C:13]([F:16])[CH:14]=[CH:15][C:6]=2[O:5][CH2:4][C:3]([OH:35])=[O:2])[N:11]=[C:10]([CH2:17][CH3:18])[C:9]=1[CH2:19][C:20]1[CH:25]=[CH:24][C:23]([N:26]2[CH:30]=[CH:29][CH:28]=[N:27]2)=[CH:22][CH:21]=1.